This data is from Merck oncology drug combination screen with 23,052 pairs across 39 cell lines. The task is: Regression. Given two drug SMILES strings and cell line genomic features, predict the synergy score measuring deviation from expected non-interaction effect. (1) Drug 1: CC1(c2nc3c(C(N)=O)cccc3[nH]2)CCCN1. Drug 2: COC1=C2CC(C)CC(OC)C(O)C(C)C=C(C)C(OC(N)=O)C(OC)C=CC=C(C)C(=O)NC(=CC1=O)C2=O. Cell line: SW620. Synergy scores: synergy=-15.0. (2) Drug 1: N#Cc1ccc(Cn2cncc2CN2CCN(c3cccc(Cl)c3)C(=O)C2)cc1. Drug 2: O=C(NOCC(O)CO)c1ccc(F)c(F)c1Nc1ccc(I)cc1F. Cell line: UACC62. Synergy scores: synergy=6.24. (3) Synergy scores: synergy=36.5. Drug 2: Cn1cc(-c2cnn3c(N)c(Br)c(C4CCCNC4)nc23)cn1. Drug 1: Cn1c(=O)n(-c2ccc(C(C)(C)C#N)cc2)c2c3cc(-c4cnc5ccccc5c4)ccc3ncc21. Cell line: A427. (4) Drug 2: O=C(NOCC(O)CO)c1ccc(F)c(F)c1Nc1ccc(I)cc1F. Synergy scores: synergy=-0.263. Drug 1: O=P1(N(CCCl)CCCl)NCCCO1. Cell line: RKO. (5) Drug 1: O=P1(N(CCCl)CCCl)NCCCO1. Drug 2: CCN(CC)CCNC(=O)c1c(C)[nH]c(C=C2C(=O)Nc3ccc(F)cc32)c1C. Cell line: LNCAP. Synergy scores: synergy=-14.6. (6) Drug 1: Cc1nc(Nc2ncc(C(=O)Nc3c(C)cccc3Cl)s2)cc(N2CCN(CCO)CC2)n1. Drug 2: CCc1c2c(nc3ccc(O)cc13)-c1cc3c(c(=O)n1C2)COC(=O)C3(O)CC. Cell line: PA1. Synergy scores: synergy=35.6.